From a dataset of Reaction yield outcomes from USPTO patents with 853,638 reactions. Predict the reaction yield, written as a fraction of the theoretical maximum amount of product (1.0 means a 100% yield; for example, 0.34 means a 34% yield). (1) The reactants are [CH3:1][C:2]1[CH:7]=[CH:6][C:5]([S:8](Cl)(=[O:10])=[O:9])=[CH:4][CH:3]=1.[CH3:12][C:13]1[O:17][C:16]([CH2:18][CH2:19][OH:20])=[CH:15][CH:14]=1. The catalyst is N1C=CC=CC=1. The product is [CH3:12][C:13]1[O:17][C:16]([CH2:18][CH2:19][OH:20])=[CH:15][CH:14]=1.[CH3:1][C:2]1[CH:7]=[CH:6][C:5]([S:8]([O-:10])(=[O:17])=[O:9])=[CH:4][CH:3]=1. The yield is 0.810. (2) The reactants are [C:1]([NH:5][C:6]([C:8]1[C:12]2=[N:13][C:14]([C:17]3[N:18]=[CH:19][N:20]4[CH:25]=[C:24]([Cl:26])[CH:23]=[CH:22][C:21]=34)=[CH:15][N:16]=[C:11]2[N:10](COCC[Si](C)(C)C)[CH:9]=1)=[O:7])([CH3:4])([CH3:3])[CH3:2].FC(F)(F)C(O)=O. The catalyst is ClCCl. The product is [C:1]([NH:5][C:6]([C:8]1[C:12]2=[N:13][C:14]([C:17]3[N:18]=[CH:19][N:20]4[CH:25]=[C:24]([Cl:26])[CH:23]=[CH:22][C:21]=34)=[CH:15][N:16]=[C:11]2[NH:10][CH:9]=1)=[O:7])([CH3:4])([CH3:2])[CH3:3]. The yield is 0.300. (3) The reactants are Cl[C:2]1[CH:7]=[CH:6][N:5]=[C:4]2[CH:8]=[C:9]([C:11]([N:13]3[CH2:17][CH2:16][CH2:15][C@H:14]3[CH2:18][O:19][Si](C(C)(C)C)(C)C)=[O:12])[S:10][C:3]=12.[CH3:27][NH:28][C:29]([C:31]1[C:39]2[C:34](=[CH:35][C:36]([OH:40])=[CH:37][CH:38]=2)[N:33]([CH3:41])[C:32]=1[CH3:42])=[O:30].C([O-])([O-])=O.[Cs+].[Cs+]. No catalyst specified. The product is [CH3:27][NH:28][C:29]([C:31]1[C:39]2[C:34](=[CH:35][C:36]([O:40][C:2]3[CH:7]=[CH:6][N:5]=[C:4]4[CH:8]=[C:9]([C:11]([N:13]5[CH2:17][CH2:16][CH2:15][CH:14]5[CH2:18][OH:19])=[O:12])[S:10][C:3]=34)=[CH:37][CH:38]=2)[N:33]([CH3:41])[C:32]=1[CH3:42])=[O:30]. The yield is 0.430. (4) The reactants are [N+](C1C=C([N+]([O-])=O)C=CC=1[O-])([O-])=O.[NH2:14][N+:15]1[CH:20]=[CH:19][CH:18]=[C:17]([CH2:21][OH:22])[CH:16]=1.C(=O)([O-])[O-].[K+].[K+].[C:29]([O:34][CH2:35][CH3:36])(=[O:33])[C:30]#[C:31][CH3:32].O. The catalyst is CN(C)C=O. The product is [OH:22][CH2:21][C:17]1[C:16]2[N:15]([N:14]=[C:31]([CH3:32])[C:30]=2[C:29]([O:34][CH2:35][CH3:36])=[O:33])[CH:20]=[CH:19][CH:18]=1. The yield is 0.270. (5) The reactants are [Cl:1][C:2]1[C:7]2=[N:8][CH:9]=[C:10]([O:12][CH2:13][C:14]3OC=C[N:18]=3)[N:11]=[C:6]2[CH:5]=[CH:4][N:3]=1.ClC1N=C2C=CN=C(Cl)C2=NC=1.CC1[S:36][C:35]([CH2:37]O)=[N:34]N=1. No catalyst specified. The product is [Cl:1][C:2]1[C:7]2=[N:8][CH:9]=[C:10]([O:12][CH2:13][C:14]3[S:36][C:35]([CH3:37])=[N:34][N:18]=3)[N:11]=[C:6]2[CH:5]=[CH:4][N:3]=1. The yield is 0.340. (6) The reactants are [C:1]1(=[O:8])[CH2:6][CH2:5][C:4](=[O:7])[CH2:3][CH2:2]1.[C:9]1([Mg]Br)[CH:14]=[CH:13][CH:12]=[CH:11][CH:10]=1. The catalyst is C1COCC1. The product is [OH:7][C:4]1([C:9]2[CH:14]=[CH:13][CH:12]=[CH:11][CH:10]=2)[CH2:5][CH2:6][C:1](=[O:8])[CH2:2][CH2:3]1. The yield is 0.220. (7) The reactants are Cl[C:2]1[N:7]2[N:8]=[CH:9][CH:10]=[C:6]2[N:5]=[C:4]([NH:11][C:12](=[O:23])[C:13]2[CH:18]=[CH:17][C:16]([C:19]([OH:22])([CH3:21])[CH3:20])=[CH:15][CH:14]=2)[CH:3]=1.[F:24][CH:25]1[CH2:29][CH2:28][NH:27][CH2:26]1. The catalyst is CN1C(=O)CCC1.CS(C)=O.CO. The product is [F:24][CH:25]1[CH2:29][CH2:28][N:27]([C:2]2[N:7]3[N:8]=[CH:9][CH:10]=[C:6]3[N:5]=[C:4]([NH:11][C:12](=[O:23])[C:13]3[CH:18]=[CH:17][C:16]([C:19]([OH:22])([CH3:21])[CH3:20])=[CH:15][CH:14]=3)[CH:3]=2)[CH2:26]1. The yield is 0.540.